Dataset: Forward reaction prediction with 1.9M reactions from USPTO patents (1976-2016). Task: Predict the product of the given reaction. (1) Given the reactants Br[C:2]1[C:3]([CH3:10])=[N:4][C:5]([O:8][CH3:9])=[CH:6][CH:7]=1.[CH3:11][C:12]1([CH3:28])[C:16]([CH3:18])([CH3:17])[O:15][B:14]([B:14]2[O:15][C:16]([CH3:18])([CH3:17])[C:12]([CH3:28])([CH3:11])[O:13]2)[O:13]1.C([O-])(=O)C.[K+], predict the reaction product. The product is: [CH3:9][O:8][C:5]1[N:4]=[C:3]([CH3:10])[C:2]([B:14]2[O:15][C:16]([CH3:18])([CH3:17])[C:12]([CH3:28])([CH3:11])[O:13]2)=[CH:7][CH:6]=1. (2) Given the reactants [Cl:1][C:2]1[CH:7]=[CH:6][CH:5]=[C:4]([F:8])[C:3]=1[C:9]1[NH:13][C:12](=[O:14])[N:11]([C:15]2[CH:22]=[CH:21][C:18]([C:19]#[N:20])=[CH:17][CH:16]=2)[N:10]=1.S(=O)(=O)(O)[OH:24], predict the reaction product. The product is: [Cl:1][C:2]1[CH:7]=[CH:6][CH:5]=[C:4]([F:8])[C:3]=1[C:9]1[NH:13][C:12](=[O:14])[N:11]([C:15]2[CH:22]=[CH:21][C:18]([C:19]([NH2:20])=[O:24])=[CH:17][CH:16]=2)[N:10]=1.